From a dataset of Forward reaction prediction with 1.9M reactions from USPTO patents (1976-2016). Predict the product of the given reaction. (1) Given the reactants [CH:1]1([S:7](Cl)(=[O:9])=[O:8])[CH2:6][CH2:5][CH2:4][CH2:3][CH2:2]1.[CH3:11][NH2:12].Cl, predict the reaction product. The product is: [CH3:11][NH:12][S:7]([CH:1]1[CH2:6][CH2:5][CH2:4][CH2:3][CH2:2]1)(=[O:9])=[O:8]. (2) The product is: [O:21]=[C:16]1[CH2:15][CH2:14][C:13]2[C:18](=[CH:19][CH:20]=[C:11]([C:8]3[CH:7]=[CH:6][C:5]([C:4]([F:3])([F:22])[F:23])=[CH:10][CH:9]=3)[CH:12]=2)[N:17]1[CH2:25][C:26]1[CH:27]=[C:28]([CH:34]=[CH:35][CH:36]=1)[C:29]([O:31][CH2:32][CH3:33])=[O:30]. Given the reactants [H-].[Na+].[F:3][C:4]([F:23])([F:22])[C:5]1[CH:10]=[CH:9][C:8]([C:11]2[CH:12]=[C:13]3[C:18](=[CH:19][CH:20]=2)[NH:17][C:16](=[O:21])[CH2:15][CH2:14]3)=[CH:7][CH:6]=1.Cl[CH2:25][C:26]1[CH:27]=[C:28]([CH:34]=[CH:35][CH:36]=1)[C:29]([O:31][CH2:32][CH3:33])=[O:30], predict the reaction product. (3) Given the reactants C[O:2][C:3]([C:5]1[CH:9]=[C:8]([C:10]2[CH:15]=[CH:14][C:13]([O:16][CH2:17][C:18]3[CH:23]=[CH:22][CH:21]=[CH:20][CH:19]=3)=[CH:12][CH:11]=2)[NH:7][N:6]=1)=[O:4].O.[OH-].[Li+:26], predict the reaction product. The product is: [CH2:17]([O:16][C:13]1[CH:12]=[CH:11][C:10]([C:8]2[NH:7][N:6]=[C:5]([C:3]([O-:4])=[O:2])[CH:9]=2)=[CH:15][CH:14]=1)[C:18]1[CH:23]=[CH:22][CH:21]=[CH:20][CH:19]=1.[Li+:26]. (4) Given the reactants [Cl:1][C:2]1[CH:3]=[C:4]([CH:8]=[CH:9][N:10]=1)[C:5]([OH:7])=O.[CH3:11][N:12]1[CH2:17][CH2:16][NH:15][CH2:14][CH2:13]1, predict the reaction product. The product is: [NH3:10].[Cl:1][C:2]1[CH:3]=[C:4]([CH:8]=[CH:9][N:10]=1)[C:5]([N:15]1[CH2:16][CH2:17][N:12]([CH3:11])[CH2:13][CH2:14]1)=[O:7]. (5) Given the reactants [CH2:1]([C:3]1[CH:8]=[C:7]([CH3:9])[CH:6]=[C:5]([CH2:10][CH3:11])[C:4]=1[C:12](=[O:18])[C:13]([N:15]([CH3:17])[NH2:16])=[O:14])[CH3:2].[CH3:19]O.C=O, predict the reaction product. The product is: [CH2:1]([C:3]1[CH:8]=[C:7]([CH3:9])[CH:6]=[C:5]([CH2:10][CH3:11])[C:4]=1[C:12](=[O:18])[C:13]([N:15]([CH3:17])[N:16]=[CH2:19])=[O:14])[CH3:2]. (6) Given the reactants F[C:2]1[N:7]=[C:6]([O:8][C:9]2[CH:10]=[C:11]3[C:16](=[CH:17][CH:18]=2)[C:15]([C:19]([OH:21])=[O:20])=[CH:14][CH:13]=[CH:12]3)[CH:5]=[CH:4][N:3]=1.[NH4+:22].[OH-], predict the reaction product. The product is: [NH2:22][C:2]1[N:7]=[C:6]([O:8][C:9]2[CH:10]=[C:11]3[C:16](=[CH:17][CH:18]=2)[C:15]([C:19]([OH:21])=[O:20])=[CH:14][CH:13]=[CH:12]3)[CH:5]=[CH:4][N:3]=1. (7) Given the reactants C(N(CC)CC)C.[CH2:8]([O:10][C:11](=[O:54])[CH2:12][C:13]1[CH:18]=[C:17]([C:19]2[CH:24]=[CH:23][C:22]([C:25]([C:30]3[CH:35]=[CH:34][C:33]([CH2:36][CH2:37][CH:38]([O:43][Si:44]([C:47]([CH3:50])([CH3:49])[CH3:48])([CH3:46])[CH3:45])[C:39]([CH3:42])([CH3:41])[CH3:40])=[C:32]([CH3:51])[CH:31]=3)([CH2:28][CH3:29])[CH2:26][CH3:27])=[CH:21][C:20]=2[CH3:52])[N:16]=[N:15][C:14]=1Cl)[CH3:9].[H][H], predict the reaction product. The product is: [CH2:8]([O:10][C:11](=[O:54])[CH2:12][C:13]1[CH:18]=[C:17]([C:19]2[CH:24]=[CH:23][C:22]([C:25]([C:30]3[CH:35]=[CH:34][C:33]([CH2:36][CH2:37][CH:38]([O:43][Si:44]([C:47]([CH3:50])([CH3:49])[CH3:48])([CH3:46])[CH3:45])[C:39]([CH3:42])([CH3:41])[CH3:40])=[C:32]([CH3:51])[CH:31]=3)([CH2:26][CH3:27])[CH2:28][CH3:29])=[CH:21][C:20]=2[CH3:52])[N:16]=[N:15][CH:14]=1)[CH3:9]. (8) Given the reactants [CH3:1][C:2]1[CH:3]=[C:4]([CH2:11][CH:12]([C:14]2[N:18]([CH2:19][C:20]([CH3:23])([CH3:22])[CH3:21])[N:17]=[N:16][N:15]=2)[NH2:13])[CH:5]=[C:6]2[C:10]=1[NH:9][N:8]=[CH:7]2.[C:24](C1NC=CN=1)(C1NC=CN=1)=[O:25].[NH:36]1[CH2:41][CH2:40][CH:39]([N:42]2[CH2:51][C:50]3[C:45](=[CH:46][CH:47]=[CH:48][CH:49]=3)[NH:44][C:43]2=[O:52])[CH2:38][CH2:37]1, predict the reaction product. The product is: [CH3:1][C:2]1[CH:3]=[C:4]([CH2:11][CH:12]([NH:13][C:24]([N:36]2[CH2:37][CH2:38][CH:39]([N:42]3[CH2:51][C:50]4[C:45](=[CH:46][CH:47]=[CH:48][CH:49]=4)[NH:44][C:43]3=[O:52])[CH2:40][CH2:41]2)=[O:25])[C:14]2[N:18]([CH2:19][C:20]([CH3:23])([CH3:22])[CH3:21])[N:17]=[N:16][N:15]=2)[CH:5]=[C:6]2[C:10]=1[NH:9][N:8]=[CH:7]2.